Dataset: Forward reaction prediction with 1.9M reactions from USPTO patents (1976-2016). Task: Predict the product of the given reaction. (1) Given the reactants Br[CH2:2][C:3]1[CH:4]=[CH:5][N:6]2[C:11]=1[C:10](Cl)=[N:9][CH:8]=[N:7]2.N#N.[C:15]1([SH:21])[CH:20]=[CH:19][CH:18]=[CH:17][CH:16]=1.C(N(C(C)C)CC)(C)C.[F:31][C:32]1[CH:33]=[C:34]([CH:46]=[CH:47][CH:48]=1)[CH2:35][N:36]1[C:44]2[C:39](=[CH:40][C:41]([NH2:45])=[CH:42][CH:43]=2)[CH:38]=[N:37]1, predict the reaction product. The product is: [F:31][C:32]1[CH:33]=[C:34]([CH:46]=[CH:47][CH:48]=1)[CH2:35][N:36]1[C:44]2[C:39](=[CH:40][C:41]([NH:45][C:10]3[C:11]4=[C:3]([CH2:2][S:21][C:15]5[CH:20]=[CH:19][CH:18]=[CH:17][CH:16]=5)[CH:4]=[CH:5][N:6]4[N:7]=[CH:8][N:9]=3)=[CH:42][CH:43]=2)[CH:38]=[N:37]1. (2) The product is: [NH2:11][CH2:10][CH2:9][CH2:8][N:5]1[CH2:4][CH2:3][N:2]([CH3:1])[CH2:7][CH2:6]1. Given the reactants [CH3:1][N:2]1[CH2:7][CH2:6][N:5]([CH2:8][CH2:9][CH2:10][N:11]2C(=O)C3=CC=CC=C3C2=O)[CH2:4][CH2:3]1.O.NN.Cl.C([O-])([O-])=O.[K+].[K+], predict the reaction product. (3) Given the reactants Cl[CH2:2][C:3]1[O:4][C:5]2[CH:11]=[C:10]([C:12]3[C:20]4[C:15](=[CH:16][C:17]([F:21])=[CH:18][CH:19]=4)[N:14]([S:22]([C:25]4[CH:30]=[CH:29][CH:28]=[CH:27][CH:26]=4)(=[O:24])=[O:23])[CH:13]=3)[CH:9]=[CH:8][C:6]=2[N:7]=1.[NH:31]1[CH2:36][CH2:35][O:34][CH2:33][CH2:32]1, predict the reaction product. The product is: [F:21][C:17]1[CH:16]=[C:15]2[C:20]([C:12]([C:10]3[CH:9]=[CH:8][C:6]4[N:7]=[C:3]([CH2:2][N:31]5[CH2:36][CH2:35][O:34][CH2:33][CH2:32]5)[O:4][C:5]=4[CH:11]=3)=[CH:13][N:14]2[S:22]([C:25]2[CH:30]=[CH:29][CH:28]=[CH:27][CH:26]=2)(=[O:24])=[O:23])=[CH:19][CH:18]=1. (4) Given the reactants [F:1][C:2]1[CH:10]=[C:9]2[C:5]([C:6]([C:18]3[CH:19]=[CH:20][C:21]4[S:25](=[O:27])(=[O:26])[N:24]([CH2:28][C:29]5[CH:34]=[CH:33][CH:32]=[CH:31][N:30]=5)[CH:23]([CH3:35])[C:22]=4[CH:36]=3)=[CH:7][N:8]2C(OC(C)(C)C)=O)=[CH:4][CH:3]=1.Cl, predict the reaction product. The product is: [F:1][C:2]1[CH:10]=[C:9]2[C:5]([C:6]([C:18]3[CH:19]=[CH:20][C:21]4[S:25](=[O:26])(=[O:27])[N:24]([CH2:28][C:29]5[CH:34]=[CH:33][CH:32]=[CH:31][N:30]=5)[CH:23]([CH3:35])[C:22]=4[CH:36]=3)=[CH:7][NH:8]2)=[CH:4][CH:3]=1. (5) The product is: [O:29]1[CH:33]=[CH:32][CH:31]=[C:30]1[C:34]1[NH:36][C:48]([CH3:50])=[C:47]([C:46]([O:52][CH2:53][CH3:54])=[O:51])[CH:13]([C:12]2[CH:15]=[CH:16][CH:17]=[CH:18][C:11]=2[Cl:10])[N:35]=1. Given the reactants Cl.S1C=CC=C1C(N)=N.[Cl:10][C:11]1[CH:18]=[C:17](F)[CH:16]=[CH:15][C:12]=1[CH:13]=O.C(OC)(=O)CC(C)=O.Cl.[O:29]1[CH:33]=[CH:32][CH:31]=[C:30]1[C:34]([NH2:36])=[NH:35].ClC1C=CC=CC=1C=O.[C:46]([O:52][CH2:53][CH3:54])(=[O:51])[CH2:47][C:48]([CH3:50])=O, predict the reaction product. (6) Given the reactants [Cl:1][C:2]1[CH:7]=[CH:6][C:5]([C:8](=[O:20])/[CH:9]=[CH:10]/[C:11]2[CH:19]=[CH:18][C:14]([C:15]([OH:17])=O)=[CH:13][CH:12]=2)=[C:4]([NH:21][C:22]2[CH:27]=[CH:26][CH:25]=[CH:24][CH:23]=2)[CH:3]=1.[NH2:28][CH:29]1[CH2:34][CH2:33][CH:32]([OH:35])[CH2:31][CH2:30]1.CCN=C=NCCCN(C)C.C1C=CC2N(O)N=NC=2C=1.CCN(C(C)C)C(C)C, predict the reaction product. The product is: [Cl:1][C:2]1[CH:7]=[CH:6][C:5]([C:8](=[O:20])/[CH:9]=[CH:10]/[C:11]2[CH:12]=[CH:13][C:14]([C:15]([NH:28][CH:29]3[CH2:34][CH2:33][CH:32]([OH:35])[CH2:31][CH2:30]3)=[O:17])=[CH:18][CH:19]=2)=[C:4]([NH:21][C:22]2[CH:27]=[CH:26][CH:25]=[CH:24][CH:23]=2)[CH:3]=1.